Dataset: Full USPTO retrosynthesis dataset with 1.9M reactions from patents (1976-2016). Task: Predict the reactants needed to synthesize the given product. (1) Given the product [Cl:1][C:2]1[CH:3]=[CH:4][C:5]([N:8]2[CH2:13][CH2:12][CH:11]([CH2:14][C:25]3[CH:34]=[N:33][C:32]4[N:31]5[CH2:35][CH2:36][CH2:37][C@H:30]5[C:29](=[O:38])[NH:28][C:27]=4[CH:26]=3)[CH2:10][CH2:9]2)=[CH:6][CH:7]=1, predict the reactants needed to synthesize it. The reactants are: [Cl:1][C:2]1[CH:7]=[CH:6][C:5]([N:8]2[CH2:13][CH2:12][C:11](=[CH2:14])[CH2:10][CH2:9]2)=[CH:4][CH:3]=1.B1C2CCCC1CCC2.Br[C:25]1[CH:34]=[N:33][C:32]2[N:31]3[CH2:35][CH2:36][CH2:37][C@H:30]3[C:29](=[O:38])[NH:28][C:27]=2[CH:26]=1.C(=O)([O-])[O-].[K+].[K+]. (2) Given the product [CH3:34][C@:31]12[C@@:30]3([CH3:35])[C@@H:21]([C@:22]4([CH3:47])[C@@H:27]([CH2:28][CH2:29]3)[C:26]([CH3:36])([CH3:37])[C:25]([C:38]3[CH:39]=[CH:40][C:41]([C:42]([OH:44])=[O:43])=[CH:45][CH:46]=3)=[CH:24][CH2:23]4)[CH2:20][CH2:19][C@@H:18]1[C@H:17]1[C@H:48]([C:51]([CH3:53])=[CH2:52])[CH2:49][CH2:50][C@:16]1([NH:15][CH2:14][CH2:13][N:10]1[CH2:11][CH2:12][N:7]([S:4]([CH2:1][CH2:2][CH3:3])(=[O:6])=[O:5])[CH2:8][CH2:9]1)[CH2:33][CH2:32]2, predict the reactants needed to synthesize it. The reactants are: [CH:1]1([S:4]([N:7]2[CH2:12][CH2:11][N:10]([CH2:13][CH2:14][NH:15][C@:16]34[CH2:50][CH2:49][C@@H:48]([C:51]([CH3:53])=[CH2:52])[C@@H:17]3[C@@H:18]3[C@@:31]([CH3:34])([CH2:32][CH2:33]4)[C@@:30]4([CH3:35])[C@@H:21]([C@:22]5([CH3:47])[C@@H:27]([CH2:28][CH2:29]4)[C:26]([CH3:37])([CH3:36])[C:25]([C:38]4[CH:46]=[CH:45][C:41]([C:42]([OH:44])=[O:43])=[CH:40][CH:39]=4)=[CH:24][CH2:23]5)[CH2:20][CH2:19]3)[CH2:9][CH2:8]2)(=[O:6])=[O:5])[CH2:3][CH2:2]1.C(S(Cl)(=O)=O)CC. (3) Given the product [CH3:1][S:2]([O:22][CH2:21][CH2:20][CH2:19][N:17]1[C:16]2[CH:15]=[CH:14][CH:13]=[CH:12][C:11]=2[C:10]2[C:18]1=[CH:6][CH:7]=[CH:8][CH:9]=2)(=[O:4])=[O:3], predict the reactants needed to synthesize it. The reactants are: [CH3:1][S:2](Cl)(=[O:4])=[O:3].[CH:6]1[C:18]2[N:17]([CH2:19][CH2:20][CH2:21][OH:22])[C:16]3[C:11](=[CH:12][CH:13]=[CH:14][CH:15]=3)[C:10]=2[CH:9]=[CH:8][CH:7]=1.C(N(CC)CC)C.